This data is from Peptide-MHC class II binding affinity with 134,281 pairs from IEDB. The task is: Regression. Given a peptide amino acid sequence and an MHC pseudo amino acid sequence, predict their binding affinity value. This is MHC class II binding data. (1) The peptide sequence is WGAIWRIDTPEVLKG. The MHC is HLA-DQA10201-DQB10202 with pseudo-sequence HLA-DQA10201-DQB10202. The binding affinity (normalized) is 0.413. (2) The peptide sequence is HLDSDVSSCPFCNNK. The MHC is DRB1_0101 with pseudo-sequence DRB1_0101. The binding affinity (normalized) is 0.336. (3) The peptide sequence is INEPTAAAILYGLDR. The MHC is HLA-DQA10401-DQB10402 with pseudo-sequence HLA-DQA10401-DQB10402. The binding affinity (normalized) is 0.539.